From a dataset of Forward reaction prediction with 1.9M reactions from USPTO patents (1976-2016). Predict the product of the given reaction. (1) Given the reactants [O:1]1[C:6]2[CH:7]=[CH:8][C:9]([CH2:11][N:12]([CH:20]3[CH2:25][CH2:24][N:23]([CH2:26][CH2:27][N:28]4[C:37]5[C:32](=[C:33]([N+:38]([O-:40])=[O:39])[CH:34]=[CH:35][CH:36]=5)[CH:31]=[CH:30][C:29]4=[O:41])[CH2:22][CH2:21]3)C(=O)OC(C)(C)C)=[CH:10][C:5]=2[O:4][CH2:3][CH2:2]1.[ClH:42].O1CCOCC1, predict the reaction product. The product is: [ClH:42].[O:1]1[C:6]2[CH:7]=[CH:8][C:9]([CH2:11][NH:12][CH:20]3[CH2:21][CH2:22][N:23]([CH2:26][CH2:27][N:28]4[C:37]5[C:32](=[C:33]([N+:38]([O-:40])=[O:39])[CH:34]=[CH:35][CH:36]=5)[CH:31]=[CH:30][C:29]4=[O:41])[CH2:24][CH2:25]3)=[CH:10][C:5]=2[O:4][CH2:3][CH2:2]1. (2) Given the reactants [CH:1]([C:3]1[CH:4]=[C:5]2[C:13](=[CH:14][CH:15]=1)[N:12]([CH2:16][C:17]1[N:18]=[C:19]([CH3:22])[S:20][CH:21]=1)[C:11]1[CH2:10][CH2:9][C@@H:8]([NH:23][C:24](=[O:28])[CH:25]([CH3:27])[CH3:26])[CH2:7][C:6]2=1)=O.Cl.[CH3:30][O:31][NH2:32], predict the reaction product. The product is: [CH3:30][O:31][N:32]=[CH:1][C:3]1[CH:4]=[C:5]2[C:13](=[CH:14][CH:15]=1)[N:12]([CH2:16][C:17]1[N:18]=[C:19]([CH3:22])[S:20][CH:21]=1)[C:11]1[CH2:10][CH2:9][C@@H:8]([NH:23][C:24](=[O:28])[CH:25]([CH3:26])[CH3:27])[CH2:7][C:6]2=1. (3) Given the reactants [Cl:1][C:2]1[C:11]2[C:6](=[CH:7][C:8]([N:12]([CH3:14])[CH3:13])=[CH:9][CH:10]=2)[N:5]=[C:4]([CH:15]=[O:16])[CH:3]=1.[BH4-].[Na+], predict the reaction product. The product is: [Cl:1][C:2]1[C:11]2[C:6](=[CH:7][C:8]([N:12]([CH3:13])[CH3:14])=[CH:9][CH:10]=2)[N:5]=[C:4]([CH2:15][OH:16])[CH:3]=1. (4) Given the reactants Br[C:2]1[CH:3]=[C:4]([CH:16]=[O:17])[S:5][C:6]=1[S:7]([C:10]1[CH:11]=[N:12][CH:13]=[CH:14][CH:15]=1)(=[O:9])=[O:8].[Cl:18][C:19]1[C:24](B(O)O)=[CH:23][CH:22]=[CH:21][N:20]=1.C(=O)([O-])[O-].[Na+].[Na+].COCCOC, predict the reaction product. The product is: [Cl:18][C:19]1[C:24]([C:2]2[CH:3]=[C:4]([CH:16]=[O:17])[S:5][C:6]=2[S:7]([C:10]2[CH:11]=[N:12][CH:13]=[CH:14][CH:15]=2)(=[O:9])=[O:8])=[CH:23][CH:22]=[CH:21][N:20]=1.